Predict the reactants needed to synthesize the given product. From a dataset of Full USPTO retrosynthesis dataset with 1.9M reactions from patents (1976-2016). (1) Given the product [C:1]([C:8]1[CH:9]=[C:10]([CH:15]=[CH:16][C:7]=1[OH:6])[C:11]([O:13][CH3:14])=[O:12])#[N:2], predict the reactants needed to synthesize it. The reactants are: [CH3:1][N:2](C=O)C.[OH:6][C:7]1[CH:16]=[CH:15][C:10]([C:11]([O:13][CH3:14])=[O:12])=[CH:9][C:8]=1I.CCN(C(C)C)C(C)C.CN.CN(C(ON1N=NC2C=CC=CC1=2)=[N+](C)C)C.F[P-](F)(F)(F)(F)F. (2) Given the product [CH3:14][O:13][CH:12]([O:15][CH3:16])[C:11]1[N:10]=[C:9]2[C:4]([CH2:5][CH2:6][CH2:7][NH:8]2)=[CH:3][C:2]=1[O:18][CH3:17], predict the reactants needed to synthesize it. The reactants are: Br[C:2]1[CH:3]=[C:4]2[C:9](=[N:10][C:11]=1[CH:12]([O:15][CH3:16])[O:13][CH3:14])[NH:8][CH2:7][CH2:6][CH2:5]2.[CH3:17][O-:18].[Na+].[NH4+].[Cl-].